This data is from Forward reaction prediction with 1.9M reactions from USPTO patents (1976-2016). The task is: Predict the product of the given reaction. (1) Given the reactants Cl.[CH3:2][O:3][C:4]1[CH:9]=[CH:8][C:7]([C:10]([N:12]2[CH2:17][CH2:16][NH:15][CH2:14][CH2:13]2)=[O:11])=[CH:6][C:5]=1[C:18]#[C:19][C:20]1[CH:25]=[CH:24][CH:23]=[CH:22][N:21]=1.[NH2:26][C:27]1[C:32]([C:33]#[N:34])=[CH:31][N:30]=[C:29](Cl)[N:28]=1, predict the reaction product. The product is: [NH2:26][C:27]1[C:32]([C:33]#[N:34])=[CH:31][N:30]=[C:29]([N:15]2[CH2:14][CH2:13][N:12]([C:10](=[O:11])[C:7]3[CH:8]=[CH:9][C:4]([O:3][CH3:2])=[C:5]([C:18]#[C:19][C:20]4[CH:25]=[CH:24][CH:23]=[CH:22][N:21]=4)[CH:6]=3)[CH2:17][CH2:16]2)[N:28]=1. (2) Given the reactants [NH:1]1[CH2:4][C:3](=[C:5]([C:7]2[C:16]([Cl:17])=[C:15]3[C:10]([CH2:11][CH2:12][N:13]([CH2:19][C:20]4[C:21](=[O:28])[NH:22][C:23]([CH3:27])=[CH:24][C:25]=4[CH3:26])[C:14]3=[O:18])=[C:9]([Cl:29])[CH:8]=2)[CH3:6])[CH2:2]1.C(N(CC)CC)C.C([O:40][CH2:41][C:42](Cl)=[O:43])(=O)C.C(=O)([O-])[O-].[Cs+].[Cs+], predict the reaction product. The product is: [Cl:29][C:9]1[CH:8]=[C:7]([C:5](=[C:3]2[CH2:4][N:1]([C:41](=[O:40])[CH2:42][OH:43])[CH2:2]2)[CH3:6])[C:16]([Cl:17])=[C:15]2[C:10]=1[CH2:11][CH2:12][N:13]([CH2:19][C:20]1[C:21](=[O:28])[NH:22][C:23]([CH3:27])=[CH:24][C:25]=1[CH3:26])[C:14]2=[O:18]. (3) Given the reactants [CH2:1]([N:3]1[CH:7]=[C:6]([C:8]2[CH:9]=[C:10]([CH:12]=[CH:13][CH:14]=2)[NH2:11])[C:5]([C:15]2[CH:20]=[CH:19][N:18]=[CH:17][CH:16]=2)=[N:4]1)[CH3:2].[C:21]([C:25]1[CH:30]=[CH:29][C:28]([N:31]=[C:32]=[O:33])=[CH:27][CH:26]=1)([CH3:24])([CH3:23])[CH3:22], predict the reaction product. The product is: [C:21]([C:25]1[CH:30]=[CH:29][C:28]([NH:31][C:32]([NH:11][C:10]2[CH:12]=[CH:13][CH:14]=[C:8]([C:6]3[C:5]([C:15]4[CH:16]=[CH:17][N:18]=[CH:19][CH:20]=4)=[N:4][N:3]([CH2:1][CH3:2])[CH:7]=3)[CH:9]=2)=[O:33])=[CH:27][CH:26]=1)([CH3:24])([CH3:22])[CH3:23]. (4) Given the reactants Br[C:2]1[CH:3]=[C:4]([C:8]2([C:18]3[CH:23]=[CH:22][N:21]=[C:20]([Cl:24])[CH:19]=3)[C:16]3[C:11](=[CH:12][CH:13]=[CH:14][CH:15]=3)[C:10]([NH2:17])=[N:9]2)[CH:5]=[CH:6][CH:7]=1.[N:25]1[CH:30]=[C:29](B(O)O)[CH:28]=[N:27][CH:26]=1, predict the reaction product. The product is: [Cl:24][C:20]1[CH:19]=[C:18]([C:8]2([C:4]3[CH:5]=[CH:6][CH:7]=[C:2]([C:29]4[CH:30]=[N:25][CH:26]=[N:27][CH:28]=4)[CH:3]=3)[C:16]3[C:11](=[CH:12][CH:13]=[CH:14][CH:15]=3)[C:10]([NH2:17])=[N:9]2)[CH:23]=[CH:22][N:21]=1. (5) Given the reactants [CH2:1]([N:8]1[CH2:14][C:13]2[CH:15]=[CH:16][C:17](Cl)=[N:18][C:12]=2[O:11][CH2:10][CH2:9]1)[C:2]1[CH:7]=[CH:6][CH:5]=[CH:4][CH:3]=1.[CH3:20][C:21]([O-:24])([CH3:23])[CH3:22].[Na+].O, predict the reaction product. The product is: [CH2:1]([N:8]1[CH2:14][C:13]2[CH:15]=[CH:16][C:17]([O:24][C:21]([CH3:23])([CH3:22])[CH3:20])=[N:18][C:12]=2[O:11][CH2:10][CH2:9]1)[C:2]1[CH:7]=[CH:6][CH:5]=[CH:4][CH:3]=1. (6) Given the reactants ClC1C=C(NC2C3C(=CC(OCCOC)=C(N)C=3)N=CN=2)C=CC=1F.Cl[C:27]1[C:36]2[C:31](=[CH:32][C:33]([O:40][CH3:41])=[C:34]([N+:37]([O-])=O)[CH:35]=2)[N:30]=[CH:29][N:28]=1.[Cl:42][C:43]1[C:44]([F:51])=[C:45]([CH:47]=[CH:48][C:49]=1[Cl:50])[NH2:46], predict the reaction product. The product is: [Cl:42][C:43]1[C:44]([F:51])=[C:45]([NH:46][C:27]2[C:36]3[C:31](=[CH:32][C:33]([O:40][CH3:41])=[C:34]([NH2:37])[CH:35]=3)[N:30]=[CH:29][N:28]=2)[CH:47]=[CH:48][C:49]=1[Cl:50]. (7) The product is: [Br:8][C:15]1[C:14]([CH3:18])=[C:11]([C:10]([F:9])=[CH:17][CH:16]=1)[C:12]#[N:13]. Given the reactants C1C(=O)N([Br:8])C(=O)C1.[F:9][C:10]1[CH:17]=[CH:16][CH:15]=[C:14]([CH3:18])[C:11]=1[C:12]#[N:13].C(O)(C(F)(F)F)=O, predict the reaction product. (8) Given the reactants [Br:1][C:2]1[N:7]=[C:6]([C:8]2[C:9]([O:17][CH3:18])=[N:10][C:11]([CH:14]([CH3:16])[CH3:15])=[CH:12][CH:13]=2)[C:5]([CH3:19])=[C:4]([CH3:20])[C:3]=1[NH:21][C@@H:22]([CH3:26])[CH2:23][O:24][CH3:25].[H-].[Na+].[CH2:29](Br)[CH:30]=[CH2:31].O, predict the reaction product. The product is: [Br:1][C:2]1[N:7]=[C:6]([C:8]2[C:9]([O:17][CH3:18])=[N:10][C:11]([CH:14]([CH3:15])[CH3:16])=[CH:12][CH:13]=2)[C:5]([CH3:19])=[C:4]([CH3:20])[C:3]=1[N:21]([C@@H:22]([CH3:26])[CH2:23][O:24][CH3:25])[CH2:31][CH:30]=[CH2:29]. (9) Given the reactants [Br:1][C:2]1[C:10]2[NH:9][C:8]3[C:11](Cl)=[N:12][C:13]([Cl:15])=[N:14][C:7]=3[C:6]=2[CH:5]=[CH:4][CH:3]=1.[CH3:17][CH2:18][O-:19].[Na+], predict the reaction product. The product is: [Br:1][C:2]1[C:10]2[NH:9][C:8]3[C:11]([O:19][CH2:18][CH3:17])=[N:12][C:13]([Cl:15])=[N:14][C:7]=3[C:6]=2[CH:5]=[CH:4][CH:3]=1. (10) The product is: [NH2:24][CH:25]([C:29]1[CH:34]=[CH:33][C:32]([F:35])=[CH:31][CH:30]=1)[C:26]([N:11]([C:5]1[CH:6]=[CH:7][C:8]([O:9][CH3:10])=[C:3]([O:2][CH3:1])[CH:4]=1)[CH2:12][CH2:13][C:14]1[CH:19]=[CH:18][C:17]([C:20]([F:22])([F:21])[F:23])=[CH:16][CH:15]=1)=[O:27]. Given the reactants [CH3:1][O:2][C:3]1[CH:4]=[C:5]([NH:11][CH2:12][CH2:13][C:14]2[CH:19]=[CH:18][C:17]([C:20]([F:23])([F:22])[F:21])=[CH:16][CH:15]=2)[CH:6]=[CH:7][C:8]=1[O:9][CH3:10].[NH2:24][CH:25]([C:29]1[CH:34]=[CH:33][C:32]([F:35])=[CH:31][CH:30]=1)[C:26](O)=[O:27], predict the reaction product.